The task is: Predict the reaction yield, written as a fraction of the theoretical maximum amount of product (1.0 means a 100% yield; for example, 0.34 means a 34% yield).. This data is from Reaction yield outcomes from USPTO patents with 853,638 reactions. (1) The reactants are [C:1]([NH:8][C:9]1[CH:14]=[CH:13][C:12]([F:15])=[CH:11][CH:10]=1)([O:3][C:4]([CH3:7])([CH3:6])[CH3:5])=[O:2].[Li][C:17]([CH3:20])([CH3:19])[CH3:18].CCCCC.C(Br)C(=C)C. The catalyst is C1COCC1. The product is [C:4]([O:3][C:1](=[O:2])[NH:8][C:9]1[CH:14]=[CH:13][C:12]([F:15])=[CH:11][C:10]=1[CH2:19][C:17]([CH3:20])=[CH2:18])([CH3:7])([CH3:6])[CH3:5]. The yield is 0.800. (2) The reactants are Cl[C:2]1[N:7]=[CH:6][CH:5]=[C:4]([C:8]#[N:9])[N:3]=1.Cl.[C:11]([O:15][C:16](=[O:19])[CH2:17][NH2:18])([CH3:14])([CH3:13])[CH3:12].C(N(CC)CC)C.C(OCC)(=O)C. The catalyst is CN(C=O)C.O. The product is [C:8]([C:4]1[N:3]=[C:2]([NH:18][CH2:17][C:16]([O:15][C:11]([CH3:14])([CH3:13])[CH3:12])=[O:19])[N:7]=[CH:6][CH:5]=1)#[N:9]. The yield is 0.450. (3) The reactants are [F:1][C:2]1[CH:3]=[C:4]([C:21]2[CH:22]=[N:23][N:24]3[CH:29]=[CH:28][C:27]([N:30]4[C@@H:34]([C:35]5[CH:40]=[CH:39][CH:38]=[CH:37][N:36]=5)[CH2:33][O:32][C:31]4=[O:41])=[N:26][C:25]=23)[CH:5]=[CH:6][C:7]=1[C:8]1[N:12]=[CH:11][N:10](COCC[Si](C)(C)C)[N:9]=1.C(O)(C(F)(F)F)=O. The catalyst is CC#N.CO.O. The product is [F:1][C:2]1[CH:3]=[C:4]([C:21]2[CH:22]=[N:23][N:24]3[CH:29]=[CH:28][C:27]([N:30]4[C@@H:34]([C:35]5[CH:40]=[CH:39][CH:38]=[CH:37][N:36]=5)[CH2:33][O:32][C:31]4=[O:41])=[N:26][C:25]=23)[CH:5]=[CH:6][C:7]=1[C:8]1[N:12]=[CH:11][NH:10][N:9]=1. The yield is 0.771. (4) The reactants are [C:1]([O:5][C@@H:6]1[CH2:10][C:9](=[O:11])[N:8]([CH3:12])[C:7]1=[O:13])(=[O:4])[CH:2]=[CH2:3].[CH:14]1[CH2:18][CH:17]=[CH:16]C=1.[CH2:19](Cl)Cl.CCCCCC. The catalyst is CCCCCC.Cl[Ti](Cl)(Cl)Cl. The product is [C@H:3]12[CH2:19][C@H:18]([CH:17]=[CH:16]1)[CH2:14][C@@H:2]2[C:1]([O:5][C@@H:6]1[CH2:10][C:9](=[O:11])[N:8]([CH3:12])[C:7]1=[O:13])=[O:4]. The yield is 0.830. (5) The reactants are [N+:1]([C:4]1[CH:5]=[N:6][N:7]([CH:9]2[CH2:14][CH2:13][O:12][CH2:11][CH2:10]2)[CH:8]=1)([O-:3])=[O:2].C[Si]([N-][Si](C)(C)C)(C)C.[Li+].[Cl:25]C(Cl)(Cl)C(Cl)(Cl)Cl. The catalyst is C1COCC1.[Cl-].[Na+].O. The product is [Cl:25][C:8]1[N:7]([CH:9]2[CH2:14][CH2:13][O:12][CH2:11][CH2:10]2)[N:6]=[CH:5][C:4]=1[N+:1]([O-:3])=[O:2]. The yield is 0.810. (6) The reactants are N1([CH2:10][NH:11][C:12]2[CH:17]=[CH:16][C:15]([O:18][CH2:19][C:20]3[CH:25]=[CH:24][CH:23]=[CH:22][CH:21]=3)=[CH:14][C:13]=2[F:26])C2C=CC=CC=2N=N1.[BH4-].[Na+].O.C(OCC)(=O)C.O1CCCC1. The catalyst is CN(C)C=O.CO.C(O)C. The product is [CH3:10][NH:11][C:12]1[CH:17]=[CH:16][C:15]([O:18][CH2:19][C:20]2[CH:21]=[CH:22][CH:23]=[CH:24][CH:25]=2)=[CH:14][C:13]=1[F:26]. The yield is 0.649. (7) The reactants are FC1C=C(F)C=CC=1C1C=C(CN2C(=O)C3=CC=CC=C3C2=O)[C:12](=[O:19])N(CC(C)C)N=1.[C:32]([C:35]1[C:36](=[O:60])[N:37]([CH2:50][CH2:51][CH2:52][C:53]2[CH:58]=[CH:57][C:56]([Cl:59])=[CH:55][CH:54]=2)[N:38]=[C:39]([C:41]2[CH2:42][C:43]([F:49])(OC)[CH:44]=[CH:45][CH:46]=2)[CH:40]=1)([OH:34])=O. No catalyst specified. The product is [Cl:59][C:56]1[CH:57]=[CH:58][C:53]([CH2:52][CH2:51][CH2:50][N:37]2[C:36](=[O:60])[C:35]([CH2:32][OH:34])=[CH:40][C:39]([C:41]3[CH:46]=[CH:45][C:44]([O:19][CH3:12])=[C:43]([F:49])[CH:42]=3)=[N:38]2)=[CH:54][CH:55]=1. The yield is 0.325. (8) The reactants are Br[C:2]1[C:10]2[C:5](=[CH:6][CH:7]=[C:8]([C:11]([F:14])([F:13])[F:12])[CH:9]=2)[NH:4][C:3]=1[C:15]([O:17][CH2:18][CH3:19])=[O:16].[CH3:20][O:21][C:22]1[N:27]=[CH:26][C:25](B(O)O)=[CH:24][CH:23]=1.CN(C=O)C. The catalyst is C1C=CC([P]([Pd]([P](C2C=CC=CC=2)(C2C=CC=CC=2)C2C=CC=CC=2)([P](C2C=CC=CC=2)(C2C=CC=CC=2)C2C=CC=CC=2)[P](C2C=CC=CC=2)(C2C=CC=CC=2)C2C=CC=CC=2)(C2C=CC=CC=2)C2C=CC=CC=2)=CC=1.O. The product is [CH3:20][O:21][C:22]1[N:27]=[CH:26][C:25]([C:2]2[C:10]3[C:5](=[CH:6][CH:7]=[C:8]([C:11]([F:14])([F:13])[F:12])[CH:9]=3)[NH:4][C:3]=2[C:15]([O:17][CH2:18][CH3:19])=[O:16])=[CH:24][CH:23]=1. The yield is 0.790. (9) The reactants are O.[NH2:2][NH2:3].[CH:4]1[C:9]([C:10]([OH:12])=[O:11])=[CH:8][C:7]2[C:13](O[C:16](=[O:17])[C:6]=2[CH:5]=1)=[O:14]. The catalyst is C(O)(=O)C. The product is [O:17]=[C:16]1[C:6]2[C:7](=[CH:8][C:9]([C:10]([OH:12])=[O:11])=[CH:4][CH:5]=2)[C:13](=[O:14])[NH:3][NH:2]1. The yield is 0.850.